From a dataset of Forward reaction prediction with 1.9M reactions from USPTO patents (1976-2016). Predict the product of the given reaction. (1) Given the reactants [C:1]([C:4]1[CH:9]=[CH:8][C:7]([S:10]([C:13]2[CH:14]=[CH:15][C:16]([CH3:31])=[C:17]([S:19]([NH:22][CH2:23][CH2:24][C:25]3[CH:30]=[CH:29][CH:28]=[CH:27][N:26]=3)(=[O:21])=[O:20])[CH:18]=2)(=[O:12])=[O:11])=[CH:6][CH:5]=1)(=[O:3])[CH3:2].[CH3:32][Mg]Br.C1(C)C=CC=CC=1.C1COCC1, predict the reaction product. The product is: [OH:3][C:1]([C:4]1[CH:5]=[CH:6][C:7]([S:10]([C:13]2[CH:14]=[CH:15][C:16]([CH3:31])=[C:17]([S:19]([NH:22][CH2:23][CH2:24][C:25]3[CH:30]=[CH:29][CH:28]=[CH:27][N:26]=3)(=[O:21])=[O:20])[CH:18]=2)(=[O:12])=[O:11])=[CH:8][CH:9]=1)([CH3:32])[CH3:2]. (2) Given the reactants CN(C=O)C.S(Cl)([Cl:8])=O.[CH2:10]([O:20][C:21]1[CH:22]=[C:23]([CH:26]=[C:27]([O:29][CH2:30][CH2:31][CH2:32][CH2:33][CH2:34][CH2:35][CH2:36][CH2:37][CH2:38][CH3:39])[CH:28]=1)[CH2:24]O)[CH2:11][CH2:12][CH2:13][CH2:14][CH2:15][CH2:16][CH2:17][CH2:18][CH3:19].N1C=CC=CC=1, predict the reaction product. The product is: [CH2:10]([O:20][C:21]1[CH:22]=[C:23]([CH:26]=[C:27]([O:29][CH2:30][CH2:31][CH2:32][CH2:33][CH2:34][CH2:35][CH2:36][CH2:37][CH2:38][CH3:39])[CH:28]=1)[CH2:24][Cl:8])[CH2:11][CH2:12][CH2:13][CH2:14][CH2:15][CH2:16][CH2:17][CH2:18][CH3:19].